From a dataset of Forward reaction prediction with 1.9M reactions from USPTO patents (1976-2016). Predict the product of the given reaction. (1) Given the reactants C([NH:4][C@H:5]([C@H:11]([OH:27])[CH2:12][CH2:13][CH2:14][CH2:15][CH2:16][CH2:17][CH2:18][CH2:19][CH2:20][CH2:21][CH2:22][CH2:23][CH2:24][CH2:25][CH3:26])[C:6]([O:8][CH2:9][CH3:10])=[O:7])(=O)C.[ClH:28], predict the reaction product. The product is: [ClH:28].[NH2:4][C@H:5]([C@H:11]([OH:27])[CH2:12][CH2:13][CH2:14][CH2:15][CH2:16][CH2:17][CH2:18][CH2:19][CH2:20][CH2:21][CH2:22][CH2:23][CH2:24][CH2:25][CH3:26])[C:6]([O:8][CH2:9][CH3:10])=[O:7]. (2) Given the reactants [H-].[Na+].[C:3]([O:11][CH2:12][CH3:13])(=[O:10])[CH2:4][C:5]([O:7]CC)=O.[CH2:14]([N:18]1[C:23]2[N:24]=[CH:25][CH:26]=[CH:27][C:22]=2C(=O)[O:20][C:19]1=O)[CH2:15][CH2:16][CH3:17], predict the reaction product. The product is: [CH2:14]([N:18]1[C:23]2[C:22](=[CH:27][CH:26]=[CH:25][N:24]=2)[C:5]([OH:7])=[C:4]([C:3]([O:11][CH2:12][CH3:13])=[O:10])[C:19]1=[O:20])[CH2:15][CH2:16][CH3:17]. (3) Given the reactants [OH:1][CH:2]([C:17]1[N:18]=[CH:19][N:20]([C:22]([C:35]2[CH:40]=[CH:39][CH:38]=[CH:37][CH:36]=2)([C:29]2[CH:34]=[CH:33][CH:32]=[CH:31][CH:30]=2)[C:23]2[CH:28]=[CH:27][CH:26]=[CH:25][CH:24]=2)[CH:21]=1)[C:3]1[CH:4]=[C:5]2[C:10](=[CH:11][CH:12]=1)[CH:9]=[C:8]([C:13]([NH:15][CH3:16])=[O:14])[CH:7]=[CH:6]2.CN(C)C(=O)C, predict the reaction product. The product is: [CH3:16][NH:15][C:13]([C:8]1[CH:7]=[CH:6][C:5]2[C:10](=[CH:11][CH:12]=[C:3]([C:2]([C:17]3[N:18]=[CH:19][N:20]([C:22]([C:23]4[CH:28]=[CH:27][CH:26]=[CH:25][CH:24]=4)([C:29]4[CH:30]=[CH:31][CH:32]=[CH:33][CH:34]=4)[C:35]4[CH:40]=[CH:39][CH:38]=[CH:37][CH:36]=4)[CH:21]=3)=[O:1])[CH:4]=2)[CH:9]=1)=[O:14].